Dataset: Forward reaction prediction with 1.9M reactions from USPTO patents (1976-2016). Task: Predict the product of the given reaction. (1) Given the reactants C[O:2][C:3](=[O:26])[CH2:4][CH2:5][CH:6]([NH:18][C:19]([O:21][C:22]([CH3:25])([CH3:24])[CH3:23])=[O:20])[C:7]([N:9]1[CH2:13][CH:12]([F:14])[CH2:11][CH:10]1[C:15](=[O:17])[NH2:16])=[O:8].[Li+].[OH-], predict the reaction product. The product is: [C:22]([O:21][C:19]([NH:18][CH:6]([C:7]([N:9]1[CH2:13][CH:12]([F:14])[CH2:11][CH:10]1[C:15](=[O:17])[NH2:16])=[O:8])[CH2:5][CH2:4][C:3]([OH:26])=[O:2])=[O:20])([CH3:25])([CH3:23])[CH3:24]. (2) Given the reactants [S:1](Cl)([C:4]1[C:16]2[CH:15]=[CH:14][CH:13]=[C:9]([N:10]([CH3:12])[CH3:11])[C:8]=2[CH:7]=[CH:6][CH:5]=1)(=[O:3])=[O:2].[CH3:18][O:19][CH:20]([O:23][CH3:24])[CH2:21][NH2:22].CCN(CC)CC, predict the reaction product. The product is: [CH3:18][O:19][CH:20]([O:23][CH3:24])[CH2:21][NH:22][S:1]([C:4]1[C:16]2[C:8](=[C:9]([N:10]([CH3:12])[CH3:11])[CH:13]=[CH:14][CH:15]=2)[CH:7]=[CH:6][CH:5]=1)(=[O:3])=[O:2]. (3) Given the reactants [N:1]12[CH2:8][CH2:7][CH:4]([CH2:5][CH2:6]1)[CH:3]([O:9][C:10]1[CH:23]=[CH:22][C:13]([O:14][C:15]3[CH:20]=[CH:19][C:18]([OH:21])=[CH:17][CH:16]=3)=[CH:12][CH:11]=1)[CH2:2]2.[ClH:24].O1CCOCC1, predict the reaction product. The product is: [ClH:24].[N:1]12[CH2:8][CH2:7][CH:4]([CH2:5][CH2:6]1)[CH:3]([O:9][C:10]1[CH:11]=[CH:12][C:13]([O:14][C:15]3[CH:20]=[CH:19][C:18]([OH:21])=[CH:17][CH:16]=3)=[CH:22][CH:23]=1)[CH2:2]2. (4) Given the reactants C(OC(=O)[NH:7][CH:8]1[CH2:13][CH2:12][N:11]([CH2:14][CH2:15][N:16]2[C:21](=[O:22])[CH:20]=[N:19][C:18]3[CH:23]=[CH:24][C:25]([O:27][CH3:28])=[N:26][C:17]2=3)[CH2:10][CH2:9]1)(C)(C)C.Cl, predict the reaction product. The product is: [NH2:7][CH:8]1[CH2:9][CH2:10][N:11]([CH2:14][CH2:15][N:16]2[C:21](=[O:22])[CH:20]=[N:19][C:18]3[CH:23]=[CH:24][C:25]([O:27][CH3:28])=[N:26][C:17]2=3)[CH2:12][CH2:13]1. (5) Given the reactants [NH2:1][C:2]1[C:10]2[C:9]([C:11]3[CH:16]=[CH:15][CH:14]=[C:13]([NH2:17])[CH:12]=3)=[N:8][C:7]([NH:18][CH:19]3[CH2:21][CH2:20]3)=[N:6][C:5]=2[S:4][C:3]=1[C:22]([NH2:24])=[O:23].[F:25][C:26]([F:37])([F:36])[C:27]1[CH:32]=[CH:31][C:30]([N:33]=[C:34]=[O:35])=[CH:29][CH:28]=1, predict the reaction product. The product is: [NH2:1][C:2]1[C:10]2[C:9]([C:11]3[CH:16]=[CH:15][CH:14]=[C:13]([NH:17][C:34]([NH:33][C:30]4[CH:29]=[CH:28][C:27]([C:26]([F:25])([F:36])[F:37])=[CH:32][CH:31]=4)=[O:35])[CH:12]=3)=[N:8][C:7]([NH:18][CH:19]3[CH2:20][CH2:21]3)=[N:6][C:5]=2[S:4][C:3]=1[C:22]([NH2:24])=[O:23]. (6) Given the reactants [F:1][C:2]1[CH:7]=[CH:6][C:5]([O:8][CH3:9])=[CH:4][C:3]=1[C:10]1[CH:15]=[CH:14][CH:13]=[C:12]([F:16])[CH:11]=1.S(=O)(=O)(O)O.[I:22]N1C(=O)CCC1=O, predict the reaction product. The product is: [F:1][C:2]1[CH:7]=[C:6]([I:22])[C:5]([O:8][CH3:9])=[CH:4][C:3]=1[C:10]1[CH:15]=[CH:14][CH:13]=[C:12]([F:16])[CH:11]=1. (7) Given the reactants CC(C)([O-])C.[K+].Cl.[F:8][C:9]1[CH:18]=[C:17]2[C:12]([CH2:13][CH2:14][NH:15][CH2:16]2)=[CH:11][CH:10]=1.Br[C:20]1[CH:25]=[C:24]([C:26]([F:29])([F:28])[F:27])[C:23]([NH:30][C:31](=[O:37])[CH2:32][C:33]([CH3:36])([CH3:35])[CH3:34])=[C:22]([Cl:38])[CH:21]=1, predict the reaction product. The product is: [Cl:38][C:22]1[CH:21]=[C:20]([N:15]2[CH2:14][CH2:13][C:12]3[C:17](=[CH:18][C:9]([F:8])=[CH:10][CH:11]=3)[CH2:16]2)[CH:25]=[C:24]([C:26]([F:29])([F:28])[F:27])[C:23]=1[NH:30][C:31](=[O:37])[CH2:32][C:33]([CH3:35])([CH3:34])[CH3:36]. (8) Given the reactants Cl[C:2]1[CH:3]=[CH:4][N:5]2[C:10]([C:11]=1[CH3:12])=[C:9]([CH:13]1[CH2:15][CH2:14]1)[CH:8]=[C:7]([C:16]([O:18][CH3:19])=[O:17])[C:6]2=[O:20].CC1(C)C(C)(C)OB([C:29]2[CH:34]=[CH:33][C:32]([NH:35][S:36]([CH3:39])(=[O:38])=[O:37])=[CH:31][CH:30]=2)O1, predict the reaction product. The product is: [CH:13]1([C:9]2[CH:8]=[C:7]([C:16]([O:18][CH3:19])=[O:17])[C:6](=[O:20])[N:5]3[C:10]=2[C:11]([CH3:12])=[C:2]([C:29]2[CH:30]=[CH:31][C:32]([NH:35][S:36]([CH3:39])(=[O:37])=[O:38])=[CH:33][CH:34]=2)[CH:3]=[CH:4]3)[CH2:15][CH2:14]1. (9) Given the reactants CCC([O-])(C)C.[K+].Cl[C:9]1[C:14]([CH2:15][N:16]([CH3:27])[CH:17]([CH3:26])[CH:18]([C:20]2[S:21][CH:22]=[C:23]([CH3:25])[N:24]=2)[OH:19])=[CH:13][CH:12]=[C:11]([Cl:28])[N:10]=1, predict the reaction product. The product is: [Cl:28][C:11]1[CH:12]=[CH:13][C:14]2[CH2:15][N:16]([CH3:27])[CH:17]([CH3:26])[CH:18]([C:20]3[S:21][CH:22]=[C:23]([CH3:25])[N:24]=3)[O:19][C:9]=2[N:10]=1. (10) Given the reactants C[O:2][C:3](=[O:37])[CH2:4][O:5][C:6]1[CH:11]=[CH:10][CH:9]=[C:8]([CH:12]2[N:16]([C:17](=[O:27])[C:18]3[C:23]([F:24])=[CH:22][C:21]([F:25])=[CH:20][C:19]=3[F:26])[N:15]=[C:14]([C:28]3[CH:33]=[CH:32][C:31]([F:34])=[CH:30][CH:29]=3)[S:13]2)[C:7]=1[O:35][CH3:36].C1COCC1.CO.[Li+].[OH-], predict the reaction product. The product is: [F:34][C:31]1[CH:32]=[CH:33][C:28]([C:14]2[S:13][CH:12]([C:8]3[C:7]([O:35][CH3:36])=[C:6]([CH:11]=[CH:10][CH:9]=3)[O:5][CH2:4][C:3]([OH:37])=[O:2])[N:16]([C:17](=[O:27])[C:18]3[C:19]([F:26])=[CH:20][C:21]([F:25])=[CH:22][C:23]=3[F:24])[N:15]=2)=[CH:29][CH:30]=1.